From a dataset of Full USPTO retrosynthesis dataset with 1.9M reactions from patents (1976-2016). Predict the reactants needed to synthesize the given product. (1) Given the product [CH2:18]([NH:25][C:10]1[CH:11]=[CH:12][CH:13]=[C:8]([Br:7])[C:9]=1[N+:15]([O-:17])=[O:16])[C:19]1[CH:24]=[CH:23][CH:22]=[CH:21][CH:20]=1, predict the reactants needed to synthesize it. The reactants are: C(=O)([O-])[O-].[K+].[K+].[Br:7][C:8]1[CH:13]=[CH:12][CH:11]=[C:10](F)[C:9]=1[N+:15]([O-:17])=[O:16].[CH2:18]([NH2:25])[C:19]1[CH:24]=[CH:23][CH:22]=[CH:21][CH:20]=1. (2) Given the product [OH:14][C:12]1[C:8]2[S:9][CH:10]=[CH:11][C:7]=2[CH:6]=[C:5]([C:3]([OH:4])=[O:2])[CH:13]=1, predict the reactants needed to synthesize it. The reactants are: C[O:2][C:3]([C:5]1[CH:13]=[C:12]([O:14]C(=O)C)[C:8]2[S:9][CH:10]=[CH:11][C:7]=2[CH:6]=1)=[O:4].O.[OH-].[Li+].Cl. (3) Given the product [CH3:4][C:2]([C:1]([O:6][CH2:7][CH2:8][OH:9])=[O:5])=[CH2:3], predict the reactants needed to synthesize it. The reactants are: [C:1]([O:6][CH2:7][CH2:8][O:9]C(=O)C(C)=C)(=[O:5])[C:2]([CH3:4])=[CH2:3].S([O-])(OCCCCCCCCCCCC)(=O)=O.[Na+]. (4) The reactants are: O[C:2]1[CH:7]=C(O)[N:5]=[C:4]([CH3:9])[N:3]=1.P(Cl)(Cl)([Cl:12])=O.Cl[CH2:16][Cl:17]. Given the product [Cl:12][C:2]1[CH:7]=[C:16]([Cl:17])[N:5]=[C:4]([CH3:9])[N:3]=1, predict the reactants needed to synthesize it. (5) The reactants are: Br[C:2]1[CH:3]=[C:4]([NH:10][C:11]2[CH:16]=[CH:15][C:14]([N:17]3[CH2:22][CH2:21][N:20]([CH3:23])[CH2:19][CH2:18]3)=[CH:13][N:12]=2)[C:5](=[O:9])[N:6]([CH3:8])[CH:7]=1.[B:24]1([B:24]2[O:28][C:27]([CH3:30])([CH3:29])[C:26]([CH3:32])([CH3:31])[O:25]2)[O:28][C:27]([CH3:30])([CH3:29])[C:26]([CH3:32])([CH3:31])[O:25]1.C([O-])(=O)C.[K+]. Given the product [CH3:8][N:6]1[CH:7]=[C:2]([B:24]2[O:28][C:27]([CH3:30])([CH3:29])[C:26]([CH3:32])([CH3:31])[O:25]2)[CH:3]=[C:4]([NH:10][C:11]2[CH:16]=[CH:15][C:14]([N:17]3[CH2:22][CH2:21][N:20]([CH3:23])[CH2:19][CH2:18]3)=[CH:13][N:12]=2)[C:5]1=[O:9], predict the reactants needed to synthesize it. (6) Given the product [CH2:1]([O:21][C:17]1[CH:16]=[C:15]([OH:22])[CH:20]=[CH:19][CH:18]=1)[C:2]1[CH:7]=[CH:6][CH:5]=[CH:4][CH:3]=1, predict the reactants needed to synthesize it. The reactants are: [CH2:1](Br)[C:2]1[CH:7]=[CH:6][CH:5]=[CH:4][CH:3]=1.C(=O)([O-])[O-].[K+].[K+].[C:15]1([OH:22])[CH:20]=[CH:19][CH:18]=[C:17]([OH:21])[CH:16]=1. (7) Given the product [CH:1]1[C:2]([CH2:10][C@@H:11]([NH2:28])[CH2:12][C:13]([N:15]2[CH2:27][C:19]3=[N:20][N:21]=[C:22]([C:23]([F:26])([F:25])[F:24])[N:18]3[CH2:17][CH2:16]2)=[O:14])=[C:3]([F:9])[CH:4]=[C:5]([F:8])[C:6]=1[F:7], predict the reactants needed to synthesize it. The reactants are: [CH:1]1[C:2]([CH2:10][C@@H:11]([NH2:28])[CH2:12][C:13]([N:15]2[CH2:27][C:19]3=[N:20][N:21]=[C:22]([C:23]([F:26])([F:25])[F:24])[N:18]3[CH2:17][CH2:16]2)=[O:14])=[C:3]([F:9])[CH:4]=[C:5]([F:8])[C:6]=1[F:7].C([O-])(=O)[C@H](C1C=CC=CC=1)O.